From a dataset of Reaction yield outcomes from USPTO patents with 853,638 reactions. Predict the reaction yield, written as a fraction of the theoretical maximum amount of product (1.0 means a 100% yield; for example, 0.34 means a 34% yield). (1) The product is [N+:1]([CH2:4][CH2:5][C:6]1[CH:19]=[CH:18][C:9]([CH2:10][O:11][C:12]2[CH:17]=[CH:16][CH:15]=[CH:14][N:13]=2)=[CH:8][CH:7]=1)([O-:3])=[O:2]. The reactants are [N+:1](/[CH:4]=[CH:5]/[C:6]1[CH:19]=[CH:18][C:9]([CH2:10][O:11][C:12]2[CH:17]=[CH:16][CH:15]=[CH:14][N:13]=2)=[CH:8][CH:7]=1)([O-:3])=[O:2].C(O)(=O)C.[BH4-].[Na+]. The catalyst is CS(C)=O. The yield is 0.771. (2) The reactants are [CH3:1][N:2]([CH3:7])[CH2:3][C:4]([OH:6])=[O:5].[Cl:8][C:9]1[CH:10]=[C:11]([C:17]2[CH:21]=[CH:20][N:19]([CH2:22][C@@H:23]([NH:25][C:26]([C:28]3[N:29]=[C:30]([CH2:33]O)[S:31][CH:32]=3)=[O:27])[CH3:24])[N:18]=2)[CH:12]=[CH:13][C:14]=1[C:15]#[N:16]. No catalyst specified. The product is [CH3:1][N:2]([CH3:7])[CH2:3][C:4]([O:6][CH2:33][C:30]1[S:31][CH:32]=[C:28]([C:26](=[O:27])[NH:25][C@@H:23]([CH3:24])[CH2:22][N:19]2[CH:20]=[CH:21][C:17]([C:11]3[CH:12]=[CH:13][C:14]([C:15]#[N:16])=[C:9]([Cl:8])[CH:10]=3)=[N:18]2)[N:29]=1)=[O:5]. The yield is 0.395.